Dataset: CYP2D6 inhibition data for predicting drug metabolism from PubChem BioAssay. Task: Regression/Classification. Given a drug SMILES string, predict its absorption, distribution, metabolism, or excretion properties. Task type varies by dataset: regression for continuous measurements (e.g., permeability, clearance, half-life) or binary classification for categorical outcomes (e.g., BBB penetration, CYP inhibition). Dataset: cyp2d6_veith. (1) The result is 1 (inhibitor). The compound is CN(C(=O)Cc1ccccc1)[C@H](CN1CCCC1)c1ccccc1. (2) The drug is COc1cccc(Nc2ncc3nc(-c4ccccc4)c(=O)n(C)c3n2)c1. The result is 0 (non-inhibitor).